This data is from Full USPTO retrosynthesis dataset with 1.9M reactions from patents (1976-2016). The task is: Predict the reactants needed to synthesize the given product. (1) The reactants are: C[O:2][C:3]([C:5]1[C:6]2[CH:7]=[CH:8][NH:9][C:10]=2[CH:11]=[C:12]([N:14]2[C:18]([CH3:19])=[CH:17][CH:16]=[C:15]2[C:20]2[CH:25]=[C:24]([Cl:26])[CH:23]=[CH:22][C:21]=2[O:27][CH2:28][C:29]2[CH:34]=[CH:33][CH:32]=[CH:31][CH:30]=2)[CH:13]=1)=[O:4]. Given the product [Cl:26][C:24]1[CH:23]=[CH:22][C:21]([O:27][CH2:28][C:29]2[CH:30]=[CH:31][CH:32]=[CH:33][CH:34]=2)=[C:20]([C:15]2[N:14]([C:12]3[CH:13]=[C:5]([C:3]([OH:4])=[O:2])[C:6]4[CH:7]=[CH:8][NH:9][C:10]=4[CH:11]=3)[C:18]([CH3:19])=[CH:17][CH:16]=2)[CH:25]=1, predict the reactants needed to synthesize it. (2) Given the product [C:31]([C@H:34]1[CH2:39][CH2:38][C@H:37]([N:40]2[C:44]3[CH:45]=[C:46]([CH2:49][N:50]4[CH2:51][CH2:52][CH:53]([C:56]([OH:59])([CH3:58])[CH3:57])[CH2:54][CH2:55]4)[CH:47]=[CH:48][C:43]=3[NH:42]/[C:41]/2=[N:60]\[C:61](=[O:69])[C:62]2[CH:67]=[CH:66][CH:65]=[C:64]([F:68])[CH:63]=2)[CH2:36][CH2:35]1)(=[O:33])[NH2:32], predict the reactants needed to synthesize it. The reactants are: OC(C1CCN(CC2C=CC([N+]([O-])=O)=C(N[C@H]3CC[C@H](C(N)=O)CC3)C=2)CC1)(C)C.[C:31]([C@@H:34]1[CH2:39][CH2:38][C@H:37]([N:40]2[C:44]3[CH:45]=[C:46]([CH2:49][N:50]4[CH2:55][CH2:54][CH:53]([C:56]([OH:59])([CH3:58])[CH3:57])[CH2:52][CH2:51]4)[CH:47]=[CH:48][C:43]=3[NH:42]/[C:41]/2=[N:60]\[C:61](=[O:69])[C:62]2[CH:67]=[CH:66][CH:65]=[C:64]([F:68])[CH:63]=2)[CH2:36][CH2:35]1)(=[O:33])[NH2:32]. (3) The reactants are: [CH3:1][N:2]1[C:6]2[CH:7]=[CH:8][CH:9]=[CH:10][C:5]=2[N:4]=[C:3]1S(O)(=O)=O.[CH2:15]([NH2:18])[CH2:16][CH3:17]. Given the product [CH3:1][N:2]1[C:6]2[CH:7]=[CH:8][CH:9]=[CH:10][C:5]=2[N:4]=[C:3]1[NH:18][CH2:15][CH2:16][CH3:17], predict the reactants needed to synthesize it.